This data is from Forward reaction prediction with 1.9M reactions from USPTO patents (1976-2016). The task is: Predict the product of the given reaction. (1) Given the reactants [Cl:1][C:2]1[CH:7]=[CH:6][C:5]([CH2:8][C:9](=[O:11])[CH3:10])=[CH:4][CH:3]=1.[CH3:12][N+](C)=C.[I-], predict the reaction product. The product is: [Cl:1][C:2]1[CH:3]=[CH:4][C:5]([C:8](=[CH2:12])[C:9](=[O:11])[CH3:10])=[CH:6][CH:7]=1. (2) Given the reactants [NH2:1][C:2]1[CH:3]=[N:4][N:5](C(C2C=CC=CC=2)C(OC)=O)[CH:6]=1.Br[CH:19]([C:25]1[CH:26]=[N:27][CH:28]=[CH:29][CH:30]=1)[C:20]([O:22][CH2:23][CH3:24])=[O:21], predict the reaction product. The product is: [NH2:1][C:2]1[CH:3]=[N:4][N:5]([CH:19]([C:25]2[CH:26]=[N:27][CH:28]=[CH:29][CH:30]=2)[C:20]([O:22][CH2:23][CH3:24])=[O:21])[CH:6]=1. (3) Given the reactants [C:1]([C:3]1[CH:4]=[C:5]([C:13]2[O:17][N:16]=[C:15]([C:18]3[CH:26]=[CH:25][CH:24]=[C:23]4[C:19]=3[CH2:20][CH2:21][CH:22]4[N:27]3[CH2:30][CH:29]([C:31]([O:33]C)=[O:32])[CH2:28]3)[N:14]=2)[CH:6]=[CH:7][C:8]=1[O:9][CH:10]([CH3:12])[CH3:11])#[N:2].[OH-].[Na+], predict the reaction product. The product is: [C:1]([C:3]1[CH:4]=[C:5]([C:13]2[O:17][N:16]=[C:15]([C:18]3[CH:26]=[CH:25][CH:24]=[C:23]4[C:19]=3[CH2:20][CH2:21][CH:22]4[N:27]3[CH2:30][CH:29]([C:31]([OH:33])=[O:32])[CH2:28]3)[N:14]=2)[CH:6]=[CH:7][C:8]=1[O:9][CH:10]([CH3:12])[CH3:11])#[N:2]. (4) Given the reactants Cl[C:2]1[C:7]([CH:8]=[O:9])=[CH:6][N:5]=[C:4]2[N:10]([CH2:13][O:14][CH2:15][CH2:16][Si:17]([CH3:20])([CH3:19])[CH3:18])[CH:11]=[CH:12][C:3]=12.C([O-])([O-])=O.[K+].[K+].[CH3:27][CH:28]([SH:30])[CH3:29], predict the reaction product. The product is: [CH:28]([S:30][C:2]1[C:7]([CH:8]=[O:9])=[CH:6][N:5]=[C:4]2[N:10]([CH2:13][O:14][CH2:15][CH2:16][Si:17]([CH3:20])([CH3:19])[CH3:18])[CH:11]=[CH:12][C:3]=12)([CH3:29])[CH3:27].